This data is from NCI-60 drug combinations with 297,098 pairs across 59 cell lines. The task is: Regression. Given two drug SMILES strings and cell line genomic features, predict the synergy score measuring deviation from expected non-interaction effect. (1) Drug 1: CC1OCC2C(O1)C(C(C(O2)OC3C4COC(=O)C4C(C5=CC6=C(C=C35)OCO6)C7=CC(=C(C(=C7)OC)O)OC)O)O. Drug 2: CCCS(=O)(=O)NC1=C(C(=C(C=C1)F)C(=O)C2=CNC3=C2C=C(C=N3)C4=CC=C(C=C4)Cl)F. Cell line: OVCAR3. Synergy scores: CSS=29.3, Synergy_ZIP=-5.20, Synergy_Bliss=1.07, Synergy_Loewe=-7.58, Synergy_HSA=0.00815. (2) Drug 1: COC1=CC(=CC(=C1O)OC)C2C3C(COC3=O)C(C4=CC5=C(C=C24)OCO5)OC6C(C(C7C(O6)COC(O7)C8=CC=CS8)O)O. Drug 2: C1=NC2=C(N=C(N=C2N1C3C(C(C(O3)CO)O)F)Cl)N. Cell line: SK-MEL-28. Synergy scores: CSS=17.7, Synergy_ZIP=-13.3, Synergy_Bliss=-4.82, Synergy_Loewe=-7.22, Synergy_HSA=-1.70. (3) Drug 1: CC1C(C(CC(O1)OC2CC(CC3=C2C(=C4C(=C3O)C(=O)C5=C(C4=O)C(=CC=C5)OC)O)(C(=O)CO)O)N)O.Cl. Drug 2: C1=CC(=CC=C1CC(C(=O)O)N)N(CCCl)CCCl.Cl. Cell line: LOX IMVI. Synergy scores: CSS=16.2, Synergy_ZIP=-9.04, Synergy_Bliss=1.60, Synergy_Loewe=-0.248, Synergy_HSA=1.56. (4) Drug 1: CN(CC1=CN=C2C(=N1)C(=NC(=N2)N)N)C3=CC=C(C=C3)C(=O)NC(CCC(=O)O)C(=O)O. Drug 2: C1CNP(=O)(OC1)N(CCCl)CCCl. Cell line: RXF 393. Synergy scores: CSS=6.56, Synergy_ZIP=-7.08, Synergy_Bliss=-3.69, Synergy_Loewe=-16.1, Synergy_HSA=-5.35. (5) Drug 1: CC1OCC2C(O1)C(C(C(O2)OC3C4COC(=O)C4C(C5=CC6=C(C=C35)OCO6)C7=CC(=C(C(=C7)OC)O)OC)O)O. Drug 2: C1=CC(=CC=C1CCCC(=O)O)N(CCCl)CCCl. Cell line: A549. Synergy scores: CSS=56.5, Synergy_ZIP=-1.91, Synergy_Bliss=-0.164, Synergy_Loewe=-2.03, Synergy_HSA=5.23.